Dataset: Full USPTO retrosynthesis dataset with 1.9M reactions from patents (1976-2016). Task: Predict the reactants needed to synthesize the given product. (1) The reactants are: C(OC([N:8]1[CH2:13][CH2:12][C@:11]([OH:26])([C:14]2[CH:19]=[CH:18][C:17]([CH2:20][O:21][CH2:22][CH2:23][O:24][CH3:25])=[CH:16][CH:15]=2)[C@@H:10]([O:27][CH2:28][C:29]2[CH:30]=[CH:31][C:32]3[O:37][CH2:36][CH2:35][N:34]([CH2:38][CH2:39][CH2:40][O:41][CH3:42])[C:33]=3[CH:43]=2)[CH2:9]1)=O)(C)(C)C.C(O)(C(F)(F)F)=O. Given the product [CH3:25][O:24][CH2:23][CH2:22][O:21][CH2:20][C:17]1[CH:16]=[CH:15][C:14]([C@@:11]2([OH:26])[CH2:12][CH2:13][NH:8][CH2:9][C@@H:10]2[O:27][CH2:28][C:29]2[CH:30]=[CH:31][C:32]3[O:37][CH2:36][CH2:35][N:34]([CH2:38][CH2:39][CH2:40][O:41][CH3:42])[C:33]=3[CH:43]=2)=[CH:19][CH:18]=1, predict the reactants needed to synthesize it. (2) The reactants are: [C:1]([O:5][C:6]([N:8]([CH2:21][CH:22]1[CH2:27][CH2:26][N:25]([C:28]([C:30]2[CH:39]=[CH:38][C:33]([C:34]([O:36]C)=[O:35])=[CH:32][CH:31]=2)=[O:29])[CH2:24][CH:23]1[C:40]1[CH:45]=[CH:44][CH:43]=[CH:42][CH:41]=1)[C@@H:9]([C:11]1[C:20]2[C:15](=[CH:16][CH:17]=[CH:18][CH:19]=2)[CH:14]=[CH:13][CH:12]=1)[CH3:10])=[O:7])([CH3:4])([CH3:3])[CH3:2].C1COCC1.[OH-].[Na+].Cl. Given the product [C:1]([O:5][C:6]([N:8]([CH2:21][CH:22]1[CH2:27][CH2:26][N:25]([C:28]([C:30]2[CH:31]=[CH:32][C:33]([C:34]([OH:36])=[O:35])=[CH:38][CH:39]=2)=[O:29])[CH2:24][CH:23]1[C:40]1[CH:41]=[CH:42][CH:43]=[CH:44][CH:45]=1)[C@@H:9]([C:11]1[C:20]2[C:15](=[CH:16][CH:17]=[CH:18][CH:19]=2)[CH:14]=[CH:13][CH:12]=1)[CH3:10])=[O:7])([CH3:2])([CH3:3])[CH3:4], predict the reactants needed to synthesize it.